The task is: Predict which catalyst facilitates the given reaction.. This data is from Catalyst prediction with 721,799 reactions and 888 catalyst types from USPTO. (1) Reactant: [CH3:1][S:2]([C:5]1[CH:14]=[C:13]2[C:8]([CH:9]=[CH:10][C:11]([NH:15][C:16](=[O:22])[O:17][C:18]([CH3:21])([CH3:20])[CH3:19])=[CH:12]2)=[CH:7][CH:6]=1)(=[O:4])=[O:3].C1C(=O)N([Br:30])C(=O)C1. Product: [Br:30][C:12]1[C:13]2[C:8](=[CH:7][CH:6]=[C:5]([S:2]([CH3:1])(=[O:3])=[O:4])[CH:14]=2)[CH:9]=[CH:10][C:11]=1[NH:15][C:16](=[O:22])[O:17][C:18]([CH3:19])([CH3:21])[CH3:20]. The catalyst class is: 23. (2) Reactant: [CH3:1][C:2]1[N:3]=[C:4]2[C:13]3[NH:12][C@H:11]([C:14]4[CH:19]=[CH:18][CH:17]=[CH:16][CH:15]=4)[CH2:10][C:9](=[O:20])[C:8]=3[CH2:7][CH2:6][N:5]2[C:21]=1[CH3:22].O1CCCC1.ClC1C(=O)C(C#N)=C(C#N)C(=O)C=1Cl.[OH-].[Na+]. Product: [CH3:1][C:2]1[N:3]=[C:4]2[C:13]3[NH:12][C@H:11]([C:14]4[CH:19]=[CH:18][CH:17]=[CH:16][CH:15]=4)[CH2:10][C:9](=[O:20])[C:8]=3[CH:7]=[CH:6][N:5]2[C:21]=1[CH3:22]. The catalyst class is: 133. (3) Product: [CH:1](=[N:8][N:9]([CH:14]=[C:15]([C:21]#[N:22])[C:16]([O:18][CH2:19][CH3:20])=[O:17])[CH3:10])[C:2]1[CH:7]=[CH:6][CH:5]=[CH:4][CH:3]=1. The catalyst class is: 11. Reactant: [CH:1](=[N:8][NH:9][CH3:10])[C:2]1[CH:7]=[CH:6][CH:5]=[CH:4][CH:3]=1.C(O[CH:14]=[C:15]([C:21]#[N:22])[C:16]([O:18][CH2:19][CH3:20])=[O:17])C. (4) Reactant: C1CCN2C(=NCCC2)CC1.[Br:12][C:13]1[CH:18]=[CH:17][C:16]([C:19]2[CH:24]=[CH:23][CH:22]=[CH:21][C:20]=2[NH2:25])=[CH:15][CH:14]=1.[CH:26]([S:29](Cl)(=[O:31])=[O:30])([CH3:28])[CH3:27]. Product: [Br:12][C:13]1[CH:14]=[CH:15][C:16]([C:19]2[CH:24]=[CH:23][CH:22]=[CH:21][C:20]=2[NH:25][S:29]([CH:26]([CH3:28])[CH3:27])(=[O:31])=[O:30])=[CH:17][CH:18]=1. The catalyst class is: 2.